From a dataset of Forward reaction prediction with 1.9M reactions from USPTO patents (1976-2016). Predict the product of the given reaction. (1) Given the reactants [N+:1]([C:4]1[CH:5]=[N:6][C:7]([NH2:10])=[N:8][CH:9]=1)([O-:3])=[O:2].Br[C:12]1[CH:17]=[CH:16][C:15]([S:18]([N:21]([CH3:29])[CH2:22][CH2:23][N:24]2[CH2:28][CH2:27][CH2:26][CH2:25]2)(=[O:20])=[O:19])=[CH:14][CH:13]=1.C([O-])([O-])=O.[Cs+].[Cs+].CC1(C)C2C(=C(P(C3C=CC=CC=3)C3C=CC=CC=3)C=CC=2)OC2C(P(C3C=CC=CC=3)C3C=CC=CC=3)=CC=CC1=2, predict the reaction product. The product is: [CH3:29][N:21]([CH2:22][CH2:23][N:24]1[CH2:28][CH2:27][CH2:26][CH2:25]1)[S:18]([C:15]1[CH:16]=[CH:17][C:12]([NH:10][C:7]2[N:8]=[CH:9][C:4]([N+:1]([O-:3])=[O:2])=[CH:5][N:6]=2)=[CH:13][CH:14]=1)(=[O:20])=[O:19]. (2) Given the reactants [CH:1]1([CH:4]([CH2:11][C:12](OCC)=[O:13])[CH2:5][C:6](OCC)=[O:7])[CH2:3][CH2:2]1.[H-].[Al+3].[Li+].[H-].[H-].[H-].C(O)(C)C.Cl, predict the reaction product. The product is: [CH:1]1([CH:4]([CH2:11][CH2:12][OH:13])[CH2:5][CH2:6][OH:7])[CH2:3][CH2:2]1. (3) Given the reactants Cl.[CH3:2][N:3]1[CH2:8][CH2:7][N:6]([C:9]2[CH:17]=[CH:16][C:12]([C:13](Cl)=[O:14])=[CH:11][CH:10]=2)[CH2:5][CH2:4]1.CN1CCN(C2C=CC(C(O)=O)=CC=2)CC1.CCN(C(C)C)C(C)C.[C:43]([O:47][C:48]([N:50]1[C:58]2[C:53](=[CH:54][CH:55]=[C:56]([O:59][CH2:60][CH2:61][O:62][CH2:63][C:64]3[CH:69]=[CH:68][CH:67]=[CH:66][CH:65]=3)[CH:57]=2)[C:52]([NH2:70])=[N:51]1)=[O:49])([CH3:46])([CH3:45])[CH3:44], predict the reaction product. The product is: [C:43]([O:47][C:48]([N:50]1[C:58]2[C:53](=[CH:54][CH:55]=[C:56]([O:59][CH2:60][CH2:61][O:62][CH2:63][C:64]3[CH:65]=[CH:66][CH:67]=[CH:68][CH:69]=3)[CH:57]=2)[C:52]([NH:70][C:13](=[O:14])[C:12]2[CH:16]=[CH:17][C:9]([N:6]3[CH2:7][CH2:8][N:3]([CH3:2])[CH2:4][CH2:5]3)=[CH:10][CH:11]=2)=[N:51]1)=[O:49])([CH3:46])([CH3:44])[CH3:45]. (4) Given the reactants [OH:1][C:2]1[CH:12]=[CH:11][C:5]([CH:6]=[CH:7][C:8]([OH:10])=[O:9])=[CH:4][C:3]=1[O:13][CH3:14].[CH2:15](O)[CH:16]=[CH2:17], predict the reaction product. The product is: [OH:1][C:2]1[CH:12]=[CH:11][C:5]([CH:6]=[CH:7][C:8]([O:10][CH2:17][CH:16]=[CH2:15])=[O:9])=[CH:4][C:3]=1[O:13][CH3:14]. (5) Given the reactants [OH:1][C:2]([C:4]([F:7])([F:6])[F:5])=[O:3].[NH2:8][C:9]1[N:10]([CH3:31])[C:11](=[O:30])[C:12]2([N:29]=1)[C:21]1[C:16](=[CH:17][CH:18]=[C:19](Br)[CH:20]=1)S[CH:14]([C:23]1[CH:28]=[CH:27][CH:26]=[CH:25][CH:24]=1)[CH2:13]2.[C:32]([C:34]1[CH:35]=[C:36](B(O)O)[CH:37]=[CH:38][CH:39]=1)#[N:33].C([O-])([O-])=[O:44].[Cs+].[Cs+].O1CCO[CH2:51][CH2:50]1, predict the reaction product. The product is: [NH2:8][C:9]1[N:10]([CH3:31])[C:11](=[O:30])[C:12]2([C:21]3[C:16](=[CH:17][CH:18]=[C:19]([C:38]4[CH:39]=[C:34]([CH:35]=[CH:36][CH:37]=4)[C:32]#[N:33])[CH:20]=3)[O:44][CH:14]([CH:23]3[C:28]4[C:27](=[CH:50][CH:51]=[CH:2][CH:4]=4)[CH2:26][CH2:25][CH2:24]3)[CH2:13]2)[N:29]=1.[C:2]([OH:3])([C:4]([F:7])([F:6])[F:5])=[O:1]. (6) Given the reactants [Cl:1][C:2]1[CH:7]=[CH:6][CH:5]=[CH:4][C:3]=1[C:8]1[C:9]([C:16]2[CH:21]=[CH:20][C:19]([Cl:22])=[CH:18][CH:17]=2)=[CH:10][C:11]([NH:14][NH2:15])=[N:12][CH:13]=1.BrC1C2N([C:38](=[O:41])NN=2)C(C)=CC=1C1C=CC(Cl)=CC=1, predict the reaction product. The product is: [Cl:1][C:2]1[CH:7]=[CH:6][CH:5]=[CH:4][C:3]=1[C:8]1[C:9]([C:16]2[CH:21]=[CH:20][C:19]([Cl:22])=[CH:18][CH:17]=2)=[CH:10][C:11]2[N:12]([C:38](=[O:41])[NH:15][N:14]=2)[CH:13]=1.